This data is from Forward reaction prediction with 1.9M reactions from USPTO patents (1976-2016). The task is: Predict the product of the given reaction. (1) The product is: [CH3:30][O:3][CH2:4][C:5]([NH:8][C:9]([C:11]1[CH:15]=[C:14]([C:16]2[CH:21]=[CH:20][CH:19]=[CH:18][N:17]=2)[N:13]([C:22]2[N:23]=[N:24][C:25]([O:28][CH3:29])=[CH:26][CH:27]=2)[N:12]=1)=[O:10])([CH3:6])[CH3:7]. Given the reactants [H-].[Na+].[OH:3][CH2:4][C:5]([NH:8][C:9]([C:11]1[CH:15]=[C:14]([C:16]2[CH:21]=[CH:20][CH:19]=[CH:18][N:17]=2)[N:13]([C:22]2[N:23]=[N:24][C:25]([O:28][CH3:29])=[CH:26][CH:27]=2)[N:12]=1)=[O:10])([CH3:7])[CH3:6].[CH3:30]I.O, predict the reaction product. (2) Given the reactants O.N(CCO)(CCO)CCO.CC1(C)N([O])C(C)(C)CCC1.[C:23]([OH:28])(=[O:27])[C:24]([CH3:26])=[CH2:25].C1OC1.[C:32]([O:37][CH2:38][CH2:39]O)(=[O:36])[C:33]([CH3:35])=[CH2:34], predict the reaction product. The product is: [C:23]([O:28][CH2:39][CH2:38][O:37][C:32](=[O:36])[C:33]([CH3:35])=[CH2:34])(=[O:27])[C:24]([CH3:26])=[CH2:25].